Dataset: Forward reaction prediction with 1.9M reactions from USPTO patents (1976-2016). Task: Predict the product of the given reaction. (1) Given the reactants Cl[C:2]1[S:6][N:5]=[C:4]([S:7][CH2:8][C:9]2[CH:14]=[CH:13][C:12]([Cl:15])=[CH:11][CH:10]=2)[N:3]=1.[CH2:16]([OH:23])[C:17]1[CH:22]=[CH:21][CH:20]=[CH:19][CH:18]=1.[H-].[Na+].[Cl-].[Na+], predict the reaction product. The product is: [CH2:16]([O:23][C:2]1[S:6][N:5]=[C:4]([S:7][CH2:8][C:9]2[CH:14]=[CH:13][C:12]([Cl:15])=[CH:11][CH:10]=2)[N:3]=1)[C:17]1[CH:22]=[CH:21][CH:20]=[CH:19][CH:18]=1. (2) Given the reactants Cl.Cl.[CH3:3][C:4]1[CH:17]=[C:7]2[C:8]([C@H:12]3[CH2:14][C@@H:13]3[CH2:15][NH2:16])=[CH:9][CH:10]=[CH:11][N:6]2[N:5]=1.C(N(CC)CC)C.[C:25](OC(=O)C)(=[O:27])[CH3:26], predict the reaction product. The product is: [CH3:3][C:4]1[CH:17]=[C:7]2[C:8]([C@H:12]3[CH2:14][C@@H:13]3[CH2:15][NH:16][C:25](=[O:27])[CH3:26])=[CH:9][CH:10]=[CH:11][N:6]2[N:5]=1. (3) Given the reactants [Cl:1][C:2]1[CH:3]=[C:4]2[C:9](=[CH:10][CH:11]=1)[NH:8][C:7](=[O:12])[C:6]([C:13](Cl)=[O:14])=[C:5]2[C:16]1[CH:21]=[CH:20][CH:19]=[CH:18][CH:17]=1.[NH2:22][C@H:23]([CH2:28][OH:29])[CH2:24][CH:25]([CH3:27])[CH3:26].C(Cl)(Cl)Cl, predict the reaction product. The product is: [OH:29][CH2:28][CH:23]([NH:22][C:13]([C:6]1[C:7](=[O:12])[NH:8][C:9]2[C:4]([C:5]=1[C:16]1[CH:21]=[CH:20][CH:19]=[CH:18][CH:17]=1)=[CH:3][C:2]([Cl:1])=[CH:11][CH:10]=2)=[O:14])[CH2:24][CH:25]([CH3:27])[CH3:26]. (4) The product is: [F:10][C:11]1[CH:19]=[CH:18][CH:17]=[C:16]([C:20]([F:23])([F:22])[F:21])[C:12]=1[C:13]([N:66]1[CH2:65][CH2:64][N:63]([C:46](=[O:45])[CH2:47][NH:48][C:49]([C:51]2[CH:56]=[CH:55][C:54]([C:57]3[CH:62]=[CH:61][CH:60]=[CH:59][CH:58]=3)=[CH:53][CH:52]=2)=[O:50])[CH2:68][CH2:67]1)=[O:15]. Given the reactants CCN(C(C)C)C(C)C.[F:10][C:11]1[CH:19]=[CH:18][CH:17]=[C:16]([C:20]([F:23])([F:22])[F:21])[C:12]=1[C:13]([OH:15])=O.C1C=CC2N(O)N=NC=2C=1.CCN=C=NCCCN(C)C.[O:45]=[C:46]([N:63]1[CH2:68][CH2:67][NH:66][CH2:65][CH2:64]1)[CH2:47][NH:48][C:49]([C:51]1[CH:56]=[CH:55][C:54]([C:57]2[CH:62]=[CH:61][CH:60]=[CH:59][CH:58]=2)=[CH:53][CH:52]=1)=[O:50], predict the reaction product. (5) Given the reactants [Cl:1][C:2]1[CH:3]=[CH:4][C:5]2[N:11]3[CH:12]=[CH:13][CH:14]=[C:10]3[C@@H:9]([CH2:15][CH2:16][C:17]3[N:21]([CH2:22][C:23]([O:25]CC)=[O:24])[N:20]=[N:19][CH:18]=3)[O:8][C@H:7]([C:28]3[CH:33]=[CH:32][CH:31]=[C:30]([O:34][CH3:35])[C:29]=3[O:36][CH3:37])[C:6]=2[CH:38]=1.O.C(=O)([O-])[O-].[K+].[K+].C(O)(=O)CC(CC(O)=O)(C(O)=O)O, predict the reaction product. The product is: [Cl:1][C:2]1[CH:3]=[CH:4][C:5]2[N:11]3[CH:12]=[CH:13][CH:14]=[C:10]3[C@@H:9]([CH2:15][CH2:16][C:17]3[N:21]([CH2:22][C:23]([OH:25])=[O:24])[N:20]=[N:19][CH:18]=3)[O:8][C@H:7]([C:28]3[CH:33]=[CH:32][CH:31]=[C:30]([O:34][CH3:35])[C:29]=3[O:36][CH3:37])[C:6]=2[CH:38]=1. (6) Given the reactants [CH2:1]([O:3][C:4]([N:6]1[CH2:11][CH2:10][N:9]([C:12](=[O:43])[C@@H:13]([NH:23][C:24]([C:26]2[CH:30]=[C:29]([O:31][C@@H:32]([C:34]([OH:36])=O)[CH3:33])[N:28]([C:37]3[CH:42]=[CH:41][CH:40]=[CH:39][CH:38]=3)[N:27]=2)=[O:25])[CH2:14][CH2:15][C:16]([O:18][C:19]([CH3:22])([CH3:21])[CH3:20])=[O:17])[CH2:8][CH2:7]1)=[O:5])[CH3:2].C1C=CC2N(O)N=NC=2C=1.CCN(C(C)C)C(C)C.Cl.[CH2:64]([O:71][C:72](=[O:78])[C@@H:73]1[CH2:77][CH2:76][CH2:75][NH:74]1)[C:65]1[CH:70]=[CH:69][CH:68]=[CH:67][CH:66]=1, predict the reaction product. The product is: [CH2:1]([O:3][C:4]([N:6]1[CH2:7][CH2:8][N:9]([C:12](=[O:43])[C@@H:13]([NH:23][C:24]([C:26]2[CH:30]=[C:29]([O:31][C@H:32]([CH3:33])[C:34]([N:74]3[CH2:75][CH2:76][CH2:77][C@H:73]3[C:72]([O:71][CH2:64][C:65]3[CH:70]=[CH:69][CH:68]=[CH:67][CH:66]=3)=[O:78])=[O:36])[N:28]([C:37]3[CH:42]=[CH:41][CH:40]=[CH:39][CH:38]=3)[N:27]=2)=[O:25])[CH2:14][CH2:15][C:16]([O:18][C:19]([CH3:20])([CH3:21])[CH3:22])=[O:17])[CH2:10][CH2:11]1)=[O:5])[CH3:2]. (7) The product is: [I:11][C:8]1[CH:9]=[C:4]([N+:1]([O-:3])=[O:2])[C:5]([NH2:10])=[N:6][CH:7]=1. Given the reactants [N+:1]([C:4]1[C:5]([NH2:10])=[N:6][CH:7]=[CH:8][CH:9]=1)([O-:3])=[O:2].[I:11](O)(=O)(=O)=O.II, predict the reaction product.